Task: Predict the reaction yield, written as a fraction of the theoretical maximum amount of product (1.0 means a 100% yield; for example, 0.34 means a 34% yield).. Dataset: Reaction yield outcomes from USPTO patents with 853,638 reactions (1) The reactants are [C:1]([C:3]1[CH:8]=[CH:7][CH:6]=[CH:5][C:4]=1[C:9]1[CH:14]=[CH:13][C:12]([CH2:15][C:16]2[C:17](=[O:43])[N:18]([C@H:28]3[CH2:33][CH2:32][C@H:31]([O:34][CH2:35][C:36]4([C:40](O)=[O:41])[CH2:39][CH2:38][CH2:37]4)[CH2:30][CH2:29]3)[C:19]3[N:20]([N:25]=[CH:26][N:27]=3)[C:21]=2[CH2:22][CH2:23][CH3:24])=[CH:11][CH:10]=1)#[N:2].[NH4+].O[N:46]1C2C=CC=CC=2N=N1.Cl.C(N=C=NCCCN(C)C)C.CN(C)C=O. The catalyst is C(OCC)(=O)C. The product is [C:1]([C:3]1[CH:8]=[CH:7][CH:6]=[CH:5][C:4]=1[C:9]1[CH:10]=[CH:11][C:12]([CH2:15][C:16]2[C:17](=[O:43])[N:18]([C@H:28]3[CH2:33][CH2:32][C@H:31]([O:34][CH2:35][C:36]4([C:40]([NH2:46])=[O:41])[CH2:37][CH2:38][CH2:39]4)[CH2:30][CH2:29]3)[C:19]3[N:20]([N:25]=[CH:26][N:27]=3)[C:21]=2[CH2:22][CH2:23][CH3:24])=[CH:13][CH:14]=1)#[N:2]. The yield is 0.930. (2) The reactants are [C:1]([C:4]1[CH:9]=[CH:8][C:7]([N:10]([CH2:32][C:33]2[CH:37]=[CH:36][S:35][CH:34]=2)[CH:11]2[CH2:16][CH2:15][N:14]([C@H:17]([CH3:31])[CH2:18][CH2:19][NH:20][C:21]([C:23]3[C:24]([CH3:30])=[N:25][CH:26]=[N:27][C:28]=3[CH3:29])=[O:22])[CH2:13][CH2:12]2)=[CH:6][CH:5]=1)(=O)[CH3:2].Cl.[O:39]([NH2:41])[CH3:40].CC([O-])=O.[Na+]. The catalyst is CO. The product is [CH3:40][O:39][N:41]=[C:1]([C:4]1[CH:5]=[CH:6][C:7]([N:10]([CH2:32][C:33]2[CH:37]=[CH:36][S:35][CH:34]=2)[CH:11]2[CH2:16][CH2:15][N:14]([C@H:17]([CH3:31])[CH2:18][CH2:19][NH:20][C:21]([C:23]3[C:24]([CH3:30])=[N:25][CH:26]=[N:27][C:28]=3[CH3:29])=[O:22])[CH2:13][CH2:12]2)=[CH:8][CH:9]=1)[CH3:2]. The yield is 0.820. (3) The reactants are FC(F)(F)C(O)=O.[F:8][C:9]1[C:14]([O:15][C:16]2[CH:21]=[CH:20][CH:19]=[CH:18][CH:17]=2)=[C:13]([N+:22]([O-:24])=[O:23])[CH:12]=[CH:11][C:10]=1[CH:25](C(OC(C)(C)C)=O)[C:26]([O:28]C(C)(C)C)=[O:27]. The catalyst is ClCCl.C(OCC)(=O)C.O. The product is [F:8][C:9]1[C:14]([O:15][C:16]2[CH:21]=[CH:20][CH:19]=[CH:18][CH:17]=2)=[C:13]([N+:22]([O-:24])=[O:23])[CH:12]=[CH:11][C:10]=1[CH2:25][C:26]([OH:28])=[O:27]. The yield is 0.890. (4) The reactants are [NH2:1][C:2]1[NH:3][C:4]([CH3:12])=[C:5]([CH:9]([CH3:11])[CH3:10])[C:6](=O)[N:7]=1.P(Cl)(Cl)([Cl:15])=O. No catalyst specified. The product is [Cl:15][C:6]1[C:5]([CH:9]([CH3:11])[CH3:10])=[C:4]([CH3:12])[N:3]=[C:2]([NH2:1])[N:7]=1. The yield is 0.900.